From a dataset of Full USPTO retrosynthesis dataset with 1.9M reactions from patents (1976-2016). Predict the reactants needed to synthesize the given product. Given the product [O:26]=[S:11]1(=[O:25])[C:10]2[C:23](=[CH:24][C:7]([C:5]([OH:6])=[O:4])=[CH:8][CH:9]=2)[C:22]2[C:13](=[C:14]3[C:19](=[CH:20][CH:21]=2)[CH:18]=[CH:17][CH:16]=[N:15]3)[NH:12]1, predict the reactants needed to synthesize it. The reactants are: [Li+].[OH-].C[O:4][C:5]([C:7]1[CH:24]=[C:23]2[C:10]([S:11](=[O:26])(=[O:25])[NH:12][C:13]3[C:22]2=[CH:21][CH:20]=[C:19]2[C:14]=3[N:15]=[CH:16][CH:17]=[CH:18]2)=[CH:9][CH:8]=1)=[O:6].Cl.